This data is from Full USPTO retrosynthesis dataset with 1.9M reactions from patents (1976-2016). The task is: Predict the reactants needed to synthesize the given product. (1) Given the product [C:24]([N:9]([O:8][CH2:1][C:2]1[CH:3]=[CH:4][CH:5]=[CH:6][CH:7]=1)[C:10]1[N:20]=[CH:19][CH:18]=[CH:17][C:11]=1[C:12]([O:14][CH2:15][CH3:16])=[O:13])(=[O:25])[CH2:23][C:22]([CH3:21])=[O:26], predict the reactants needed to synthesize it. The reactants are: [CH2:1]([O:8][NH:9][C:10]1[N:20]=[CH:19][CH:18]=[CH:17][C:11]=1[C:12]([O:14][CH2:15][CH3:16])=[O:13])[C:2]1[CH:7]=[CH:6][CH:5]=[CH:4][CH:3]=1.[CH2:21]=[C:22]1[O:26][C:24](=[O:25])[CH2:23]1. (2) Given the product [CH2:29]([N:36]1[CH2:40][CH2:12][C:11]([S:8]([C:4]2[CH:5]=[CH:6][CH:7]=[C:2]([Br:1])[CH:3]=2)(=[O:10])=[O:9])([C:13]2[CH:18]=[CH:17][C:16]([C:19]([F:28])([C:20]([F:22])([F:23])[F:21])[C:24]([F:26])([F:25])[F:27])=[CH:15][CH:14]=2)[CH2:37]1)[C:30]1[CH:35]=[CH:34][CH:33]=[CH:32][CH:31]=1, predict the reactants needed to synthesize it. The reactants are: [Br:1][C:2]1[CH:7]=[CH:6][CH:5]=[C:4]([S:8]([C:11]([C:13]2[CH:18]=[CH:17][C:16]([C:19]([F:28])([C:24]([F:27])([F:26])[F:25])[C:20]([F:23])([F:22])[F:21])=[CH:15][CH:14]=2)=[CH2:12])(=[O:10])=[O:9])[CH:3]=1.[CH2:29]([N:36]([CH2:40][Si](C)(C)C)[CH2:37]OC)[C:30]1[CH:35]=[CH:34][CH:33]=[CH:32][CH:31]=1. (3) Given the product [CH2:1]([O:3][C:4](=[O:26])[CH2:5][N:6]([CH2:7][CH2:8][NH:9][S:10]([C:13]1[S:14][C:15]([C:18]2[CH:23]=[CH:22][C:21]([Cl:24])=[CH:20][C:19]=2[Cl:25])=[N:16][N:17]=1)(=[O:12])=[O:11])[C:37](=[O:38])[CH2:36][N:27]1[CH:35]=[C:33]([CH3:34])[C:31](=[O:32])[NH:30][C:28]1=[O:29])[CH3:2], predict the reactants needed to synthesize it. The reactants are: [CH2:1]([O:3][C:4](=[O:26])[CH2:5][NH:6][CH2:7][CH2:8][NH:9][S:10]([C:13]1[S:14][C:15]([C:18]2[CH:23]=[CH:22][C:21]([Cl:24])=[CH:20][C:19]=2[Cl:25])=[N:16][N:17]=1)(=[O:12])=[O:11])[CH3:2].[N:27]1([CH2:36][C:37](O)=[O:38])[CH:35]=[C:33]([CH3:34])[C:31](=[O:32])[NH:30][C:28]1=[O:29]. (4) Given the product [ClH:31].[F:22][C:16]1[C:17]([F:21])=[CH:18][CH:19]=[CH:20][C:15]=1[N:8]1[C:9]2[CH:14]=[CH:13][CH:12]=[CH:11][C:10]=2[N:6]([CH2:5][C:4]2[CH:25]=[CH:26][CH:27]=[CH:28][C:3]=2[CH2:2][NH:30][CH3:29])[S:7]1(=[O:24])=[O:23], predict the reactants needed to synthesize it. The reactants are: Br[CH2:2][C:3]1[CH:28]=[CH:27][CH:26]=[CH:25][C:4]=1[CH2:5][N:6]1[C:10]2[CH:11]=[CH:12][CH:13]=[CH:14][C:9]=2[N:8]([C:15]2[CH:20]=[CH:19][CH:18]=[C:17]([F:21])[C:16]=2[F:22])[S:7]1(=[O:24])=[O:23].[CH3:29][NH2:30].[ClH:31]. (5) Given the product [I:29][C:28]1[N:24]([CH:19]2[C:14]3[C:13](=[CH:18][CH:17]=[CH:16][CH:15]=3)[C:12](=[O:30])[O:23][C:20]2([CH3:22])[CH3:21])[CH:25]=[N:26][CH:27]=1, predict the reactants needed to synthesize it. The reactants are: O1CCOCC1.[OH-].[K+].C(N(CC)[C:12](=[O:30])[C:13]1[CH:18]=[CH:17][CH:16]=[CH:15][C:14]=1[CH:19]([N:24]1[C:28]([I:29])=[CH:27][N:26]=[CH:25]1)[C:20]([OH:23])([CH3:22])[CH3:21])C.Cl.